Dataset: Full USPTO retrosynthesis dataset with 1.9M reactions from patents (1976-2016). Task: Predict the reactants needed to synthesize the given product. The reactants are: C(OC(=O)[NH:10][C:11]1([C:14](=[O:24])[NH:15][C:16]2([C:19]3[N:20]=[CH:21][O:22][CH:23]=3)[CH2:18][CH2:17]2)[CH2:13][CH2:12]1)C1C=CC=CC=1. Given the product [O:22]1[CH:23]=[C:19]([C:16]2([NH:15][C:14]([C:11]3([NH2:10])[CH2:13][CH2:12]3)=[O:24])[CH2:18][CH2:17]2)[N:20]=[CH:21]1, predict the reactants needed to synthesize it.